This data is from Forward reaction prediction with 1.9M reactions from USPTO patents (1976-2016). The task is: Predict the product of the given reaction. (1) The product is: [Cl:31][C:27]1[CH:26]=[C:25]2[NH:24][C:23](=[O:32])[C@:15]3([C@@H:14]([C:33]4[CH:38]=[CH:37][C:36]([F:39])=[C:35]([Cl:40])[CH:34]=4)[C@H:13]([C:11]([NH:10][C:7]4[CH:8]=[CH:9][C:4]([C:3]([OH:43])=[O:2])=[CH:5][C:6]=4[O:41][CH3:42])=[O:12])[NH:17][C@H:16]3[CH2:18][C:19]([CH3:21])([CH3:20])[CH3:22])[C:30]2=[CH:29][CH:28]=1. Given the reactants C[O:2][C:3](=[O:43])[C:4]1[CH:9]=[CH:8][C:7]([NH:10][C:11]([C@H:13]2[NH:17][C@@H:16]([CH2:18][C:19]([CH3:22])([CH3:21])[CH3:20])[C@:15]3([C:30]4[C:25](=[CH:26][C:27]([Cl:31])=[CH:28][CH:29]=4)[NH:24][C:23]3=[O:32])[C@H:14]2[C:33]2[CH:38]=[CH:37][C:36]([F:39])=[C:35]([Cl:40])[CH:34]=2)=[O:12])=[C:6]([O:41][CH3:42])[CH:5]=1.[OH-].[Na+].Cl, predict the reaction product. (2) Given the reactants [CH:1]1([NH:4][C:5](=[O:22])[C:6]2[CH:11]=[C:10](/[CH:12]=[CH:13]/[CH2:14][O:15][CH3:16])[CH:9]=[C:8](/[CH:17]=[CH:18]/[CH2:19][O:20][CH3:21])[CH:7]=2)[CH2:3][CH2:2]1.[H][H], predict the reaction product. The product is: [CH:1]1([NH:4][C:5](=[O:22])[C:6]2[CH:11]=[C:10]([CH2:12][CH2:13][CH2:14][O:15][CH3:16])[CH:9]=[C:8]([CH2:17][CH2:18][CH2:19][O:20][CH3:21])[CH:7]=2)[CH2:3][CH2:2]1.